Dataset: Catalyst prediction with 721,799 reactions and 888 catalyst types from USPTO. Task: Predict which catalyst facilitates the given reaction. (1) Reactant: [ClH:1].C([S:5][CH:6]1[CH2:11][CH2:10][N:9]([CH:12]([C:18]2[CH:23]=[CH:22][CH:21]=[CH:20][C:19]=2[F:24])[C:13]([CH:15]2[CH2:17][CH2:16]2)=[O:14])[CH2:8]/[C:7]/1=[CH:25]\[C:26]1[N:30]([CH2:31][C:32]([O:34][CH3:35])=[O:33])[N:29]=[N:28][CH:27]=1)(=O)C.C(=O)([O-])[O-].[K+].[K+].C(#N)C. Product: [ClH:1].[CH:15]1([C:13](=[O:14])[CH:12]([N:9]2[CH2:10][CH2:11][CH:6]([SH:5])/[C:7](=[CH:25]/[C:26]3[N:30]([CH2:31][C:32]([O:34][CH3:35])=[O:33])[N:29]=[N:28][CH:27]=3)/[CH2:8]2)[C:18]2[CH:23]=[CH:22][CH:21]=[CH:20][C:19]=2[F:24])[CH2:17][CH2:16]1. The catalyst class is: 5. (2) The catalyst class is: 511. Product: [CH:1]1([NH:8][C:9]([C:11]2[O:15][N:14]=[C:13]([C:16]3[CH:17]=[CH:18][CH:19]=[CH:20][CH:21]=3)[C:12]=2[NH2:22])=[O:10])[CH2:7][CH2:6][CH2:5][CH2:4][CH2:3][CH2:2]1. Reactant: [CH:1]1([NH:8][C:9]([C:11]2[O:15][N:14]=[C:13]([C:16]3[CH:21]=[CH:20][CH:19]=[CH:18][CH:17]=3)[C:12]=2[N+:22]([O-])=O)=[O:10])[CH2:7][CH2:6][CH2:5][CH2:4][CH2:3][CH2:2]1.Cl[Sn]Cl. (3) Reactant: [C:1](Cl)(=[O:9])[O:2][C:3]1[CH:8]=[CH:7][CH:6]=[CH:5][CH:4]=1.N1C=CC=CC=1.[N:17]1[CH:22]=[CH:21][CH:20]=[C:19]([NH2:23])[CH:18]=1. Product: [N:17]1[CH:22]=[CH:21][CH:20]=[C:19]([NH:23][C:1](=[O:9])[O:2][C:3]2[CH:8]=[CH:7][CH:6]=[CH:5][CH:4]=2)[CH:18]=1. The catalyst class is: 4. (4) Reactant: Cl[C:2]1[N:10]=[C:9]2[C:5]([N:6]=[C:7]([CH2:12][N:13]3[CH2:16][CH:15]([CH:17]4[CH2:22][CH2:21][O:20][CH2:19][CH2:18]4)[CH2:14]3)[N:8]2[CH3:11])=[C:4]([N:23]2[CH2:28][CH2:27][O:26][CH2:25][CH2:24]2)[N:3]=1.[CH3:29][C:30]1[NH:31][C:32]2[CH:38]=[CH:37][CH:36]=[CH:35][C:33]=2[N:34]=1.CC(C1C=C(C(C)C)C(C2C=CC=CC=2P(C2CCCCC2)C2CCCCC2)=C(C(C)C)C=1)C.C([O-])([O-])=O.[Cs+].[Cs+]. Product: [CH3:11][N:8]1[C:7]([CH2:12][N:13]2[CH2:14][CH:15]([CH:17]3[CH2:18][CH2:19][O:20][CH2:21][CH2:22]3)[CH2:16]2)=[N:6][C:5]2[C:9]1=[N:10][C:2]([N:31]1[C:32]3[CH:38]=[CH:37][CH:36]=[CH:35][C:33]=3[N:34]=[C:30]1[CH3:29])=[N:3][C:4]=2[N:23]1[CH2:24][CH2:25][O:26][CH2:27][CH2:28]1. The catalyst class is: 62. (5) Reactant: [NH2:1][C:2]1[C:3]2[N:4]([C:8](=[S:28])[NH:9][C:10]=2[C:11]2[C:20]([F:21])=[C:19]3[C:14]([CH:15]=[CH:16][C:17]([C:22]4[CH:27]=[CH:26][CH:25]=[CH:24][CH:23]=4)=[N:18]3)=[CH:13][CH:12]=2)[CH:5]=[CH:6][N:7]=1.Cl[C:30]1[N:35]=[CH:34][CH:33]=[CH:32][N:31]=1.C(=O)([O-])[O-].[K+].[K+]. Product: [F:21][C:20]1[C:11]([C:10]2[N:9]=[C:8]([S:28][C:30]3[N:35]=[CH:34][CH:33]=[CH:32][N:31]=3)[N:4]3[CH:5]=[CH:6][N:7]=[C:2]([NH2:1])[C:3]=23)=[CH:12][CH:13]=[C:14]2[C:19]=1[N:18]=[C:17]([C:22]1[CH:27]=[CH:26][CH:25]=[CH:24][CH:23]=1)[CH:16]=[CH:15]2. The catalyst class is: 3.